Dataset: Reaction yield outcomes from USPTO patents with 853,638 reactions. Task: Predict the reaction yield, written as a fraction of the theoretical maximum amount of product (1.0 means a 100% yield; for example, 0.34 means a 34% yield). (1) The reactants are [Br:1][C:2]1[CH:3]=[C:4]2[C:9](=[CH:10][CH:11]=1)[O:8][C:7]([CH2:12][N:13]1[CH2:18][CH2:17][O:16][CH2:15][CH2:14]1)=[C:6]([C:19]1[CH:24]=[CH:23][C:22]([F:25])=[CH:21][CH:20]=1)[C:5]2=[O:26].[ClH:27]. The catalyst is C1COCC1.C(OCC)C. The product is [ClH:27].[Br:1][C:2]1[CH:3]=[C:4]2[C:9](=[CH:10][CH:11]=1)[O:8][C:7]([CH2:12][N:13]1[CH2:14][CH2:15][O:16][CH2:17][CH2:18]1)=[C:6]([C:19]1[CH:24]=[CH:23][C:22]([F:25])=[CH:21][CH:20]=1)[C:5]2=[O:26]. The yield is 0.550. (2) The reactants are [CH3:1][O:2][CH2:3][C@H:4]([CH3:25])[O:5][C:6]1[CH:7]=[C:8]([CH:11]=[C:12]([O:14][C:15]2[CH:20]=[CH:19][C:18]([S:21]([CH3:24])(=[O:23])=[O:22])=[CH:17][CH:16]=2)[CH:13]=1)[C:9]#N.[OH2:26].[OH-:27].[Na+].Cl. The catalyst is C(O)C.CC(OC)(C)C. The product is [CH3:1][O:2][CH2:3][C@H:4]([CH3:25])[O:5][C:6]1[CH:7]=[C:8]([CH:11]=[C:12]([O:14][C:15]2[CH:20]=[CH:19][C:18]([S:21]([CH3:24])(=[O:23])=[O:22])=[CH:17][CH:16]=2)[CH:13]=1)[C:9]([OH:27])=[O:26]. The yield is 1.00. (3) The reactants are [CH2:1]([C:3]1[CH:11]=[CH:10][C:9]2[NH:8][C:7]3[CH2:12][CH2:13][N:14]([CH3:16])[CH2:15][C:6]=3[C:5]=2[CH:4]=1)[CH3:2].[OH-].[K+].[CH3:19][C:20]1[CH:25]=[CH:24][C:23]([CH:26]=[CH2:27])=[CH:22][N:21]=1. The catalyst is CN1CCCC1=O.O. The product is [CH2:1]([C:3]1[CH:11]=[CH:10][C:9]2[N:8]([CH2:27][CH2:26][C:23]3[CH:22]=[N:21][C:20]([CH3:19])=[CH:25][CH:24]=3)[C:7]3[CH2:12][CH2:13][N:14]([CH3:16])[CH2:15][C:6]=3[C:5]=2[CH:4]=1)[CH3:2]. The yield is 0.200. (4) The reactants are C([Sn](CCCC)(CCCC)[C:6]1[CH:11]=[CH:10][CH:9]=[CH:8][N:7]=1)CCC.[N+:20]([C:23]1[CH:28]=[CH:27][CH:26]=[CH:25][C:24]=1I)([O-:22])=[O:21].[Cl-].[Na+]. The catalyst is O1CCCC1.Cl[Pd](Cl)([P](C1C=CC=CC=1)(C1C=CC=CC=1)C1C=CC=CC=1)[P](C1C=CC=CC=1)(C1C=CC=CC=1)C1C=CC=CC=1. The product is [N:7]1[CH:8]=[CH:9][CH:10]=[CH:11][C:6]=1[C:24]1[CH:25]=[CH:26][CH:27]=[CH:28][C:23]=1[N+:20]([O-:22])=[O:21]. The yield is 0.249. (5) The reactants are [NH2:1][C@:2]12[CH2:37][CH2:36][C@@H:35]([C:38]([CH3:40])=[CH2:39])[C@@H:3]1[C@@H:4]1[C@@:17]([CH3:20])([CH2:18][CH2:19]2)[C@@:16]2([CH3:21])[C@@H:7]([C@:8]3([CH3:34])[C@@H:13]([CH2:14][CH2:15]2)[C:12]([CH3:23])([CH3:22])[C:11]([C:24]2[CH:33]=[CH:32][C:27]([C:28]([O:30]C)=[O:29])=[CH:26][CH:25]=2)=[CH:10][CH2:9]3)[CH2:6][CH2:5]1.CN(C)CCC(N[C@]12CC[C@@H](C(C)=C)[C@@H]1[C@@H]1[C@@](C)(CC2)[C@@]2(C)[C@@H]([C@]3(C)[C@@H](CC2)C(C)(C)C(C2C=CC(C(O)=O)=CC=2)=CC3)CC1)=O.[CH3:87][S:88]([N:91]1[CH2:95][CH2:94][CH2:93][CH:92]1[C:96]([OH:98])=O)(=[O:90])=[O:89]. No catalyst specified. The product is [CH3:20][C@:17]12[C@@:16]3([CH3:21])[C@@H:7]([C@:8]4([CH3:34])[C@@H:13]([CH2:14][CH2:15]3)[C:12]([CH3:22])([CH3:23])[C:11]([C:24]3[CH:33]=[CH:32][C:27]([C:28]([OH:30])=[O:29])=[CH:26][CH:25]=3)=[CH:10][CH2:9]4)[CH2:6][CH2:5][C@@H:4]1[C@H:3]1[C@H:35]([C:38]([CH3:40])=[CH2:39])[CH2:36][CH2:37][C@:2]1([NH:1][C:96]([CH:92]1[CH2:93][CH2:94][CH2:95][N:91]1[S:88]([CH3:87])(=[O:89])=[O:90])=[O:98])[CH2:19][CH2:18]2. The yield is 0.170.